The task is: Predict the reaction yield, written as a fraction of the theoretical maximum amount of product (1.0 means a 100% yield; for example, 0.34 means a 34% yield).. This data is from Reaction yield outcomes from USPTO patents with 853,638 reactions. (1) The reactants are [NH2:1][C:2]1[CH:3]=[C:4]([C:9]2[O:10][C:11]3[C:16]([C:17](=[O:19])[CH:18]=2)=[CH:15][CH:14]=[C:13]([O:20][CH3:21])[C:12]=3[O:22][CH3:23])[CH:5]=[CH:6][C:7]=1[NH2:8].C(N(CC)CC)C.[C:31](Cl)(=[O:33])[CH3:32].[O:35]1CC[CH2:37][CH2:36]1. No catalyst specified. The product is [C:31]([NH:1][C:2]1[CH:3]=[C:4]([C:9]2[O:10][C:11]3[C:16]([C:17](=[O:19])[CH:18]=2)=[CH:15][CH:14]=[C:13]([O:20][CH3:21])[C:12]=3[O:22][CH3:23])[CH:5]=[CH:6][C:7]=1[NH:8][C:36](=[O:35])[CH3:37])(=[O:33])[CH3:32]. The yield is 0.330. (2) The reactants are Br[C:2]1[CH:3]=[CH:4][C:5]2[CH:9]=[C:8]([C:10]([OH:12])=[O:11])[S:7][C:6]=2[CH:13]=1.[C:14]([C@@H:16]1[CH2:18][C@H:17]1[CH2:19][OH:20])#[CH:15].C(N(CC)CC)C. The catalyst is CN(C=O)C.[Cu]I.[Cl-].[Cl-].C1(P(C2C=CC=CC=2)C2C=CC=CC=2)C=CC=CC=1.C1(P(C2C=CC=CC=2)C2C=CC=CC=2)C=CC=CC=1.[Pd+2]. The product is [OH:20][CH2:19][C@@H:17]1[CH2:18][C@H:16]1[C:14]#[C:15][C:2]1[CH:3]=[CH:4][C:5]2[CH:9]=[C:8]([C:10]([OH:12])=[O:11])[S:7][C:6]=2[CH:13]=1. The yield is 0.850. (3) The reactants are [F:1][C:2]([F:15])([F:14])[C:3]1[CH:8]=[CH:7][C:6]([C:9]2[O:10][CH:11]=[CH:12][CH:13]=2)=[CH:5][CH:4]=1.C([Li])CCC.Br[C:22]1[CH:32]=[CH:31][CH:30]=[CH:29][C:23]=1[C:24]([O:26][CH2:27][CH3:28])=[O:25].Cl. The catalyst is O1CCCC1.[Cl-].[Zn+2].[Cl-]. The product is [F:15][C:2]([F:1])([F:14])[C:3]1[CH:4]=[CH:5][C:6]([C:9]2[O:10][C:11]([C:29]3[CH:30]=[CH:31][CH:32]=[CH:22][C:23]=3[C:24]([O:26][CH2:27][CH3:28])=[O:25])=[CH:12][CH:13]=2)=[CH:7][CH:8]=1. The yield is 0.470. (4) The reactants are [H-].[Na+].[C:3]([C:5]1[CH:6]=[C:7]([CH:12]=[CH:13][C:14]=1[OH:15])[C:8]([O:10][CH3:11])=[O:9])#[N:4].BrCCO[Si]([C:23](C)([CH3:25])[CH3:24])(C)C. The catalyst is CN(C=O)C.CCOC(C)=O. The product is [C:3]([C:5]1[CH:6]=[C:7]([CH:12]=[CH:13][C:14]=1[O:15][CH:23]([CH3:25])[CH3:24])[C:8]([O:10][CH3:11])=[O:9])#[N:4]. The yield is 0.410. (5) The reactants are [Br:1][C:2]1[CH:3]=[C:4]2[C:9](=[CH:10][CH:11]=1)[O:8][CH:7]([C:12]1[CH:17]=[CH:16][CH:15]=[CH:14][CH:13]=1)[CH2:6][C:5]2=O.C[Si]([N:23]=[C:24]=[N:25][Si](C)(C)C)(C)C. The catalyst is C(Cl)Cl.Cl[Ti](Cl)(Cl)Cl. The product is [Br:1][C:2]1[CH:3]=[C:4]2[C:9](=[CH:10][CH:11]=1)[O:8][CH:7]([C:12]1[CH:17]=[CH:16][CH:15]=[CH:14][CH:13]=1)[CH2:6]/[C:5]/2=[N:25]/[C:24]#[N:23]. The yield is 0.960. (6) The reactants are O1CCCCC1O[C@H]1CC[C@H](CO)CC1.BrC1C=CC(O)=CC=1.[Br:24][C:25]1[CH:45]=[CH:44][C:28]([O:29][CH2:30][C@@H:31]2[CH2:36][CH2:35][C@H:34]([O:37][CH:38]3[CH2:43][CH2:42][CH2:41][CH2:40][O:39]3)[CH2:33][CH2:32]2)=[CH:27][CH:26]=1. No catalyst specified. The product is [Br:24][C:25]1[CH:26]=[CH:27][C:28]([O:29][CH2:30][C@H:31]2[CH2:32][CH2:33][C@H:34]([O:37][CH:38]3[CH2:43][CH2:42][CH2:41][CH2:40][O:39]3)[CH2:35][CH2:36]2)=[CH:44][CH:45]=1. The yield is 0.703. (7) The reactants are [CH:1]([C:3]1[C:12]2[C:7](=[CH:8][C:9]([O:13][CH3:14])=[CH:10][CH:11]=2)[CH:6]=[CH:5][C:4]=1OS(C(F)(F)F)(=O)=O)=[O:2].[F-].[Cs+].[F:25][C:26]1[CH:31]=[C:30]([F:32])[CH:29]=[CH:28][C:27]=1B(O)O.C. The catalyst is C(#N)C.Cl[Pd](Cl)([P](C1C=CC=CC=1)(C1C=CC=CC=1)C1C=CC=CC=1)[P](C1C=CC=CC=1)(C1C=CC=CC=1)C1C=CC=CC=1. The product is [F:25][C:26]1[CH:31]=[C:30]([F:32])[CH:29]=[CH:28][C:27]=1[C:4]1[CH:5]=[CH:6][C:7]2[C:12](=[CH:11][CH:10]=[C:9]([O:13][CH3:14])[CH:8]=2)[C:3]=1[CH:1]=[O:2]. The yield is 0.620. (8) The reactants are [Cl:1][C:2]1[N:11]=[C:10](Cl)[C:9]2[C:4](=[CH:5][CH:6]=[CH:7][CH:8]=2)[N:3]=1.[CH3:13][C:14]1[NH:18][N:17]=[C:16]([NH2:19])[CH:15]=1. The catalyst is C(O)C. The product is [Cl:1][C:2]1[N:11]=[C:10]([NH:19][C:16]2[CH:15]=[C:14]([CH3:13])[NH:18][N:17]=2)[C:9]2[C:4](=[CH:5][CH:6]=[CH:7][CH:8]=2)[N:3]=1. The yield is 0.930. (9) The reactants are C([O:4][CH:5](OC(=O)C)[C:6]1[CH:11]=[C:10]([O:12][CH2:13][CH:14]([CH2:19][CH3:20])[CH2:15][CH2:16][CH2:17][CH3:18])[C:9]([N+:21]([O-:23])=[O:22])=[CH:8][C:7]=1[O:24][CH2:25][CH:26]([CH2:31][CH3:32])[CH2:27][CH2:28][CH2:29][CH3:30])(=O)C.S(=O)(=O)(O)O.O. The catalyst is C(O)C. The product is [CH2:31]([CH:26]([CH2:27][CH2:28][CH2:29][CH3:30])[CH2:25][O:24][C:7]1[CH:8]=[C:9]([N+:21]([O-:23])=[O:22])[C:10]([O:12][CH2:13][CH:14]([CH2:19][CH3:20])[CH2:15][CH2:16][CH2:17][CH3:18])=[CH:11][C:6]=1[CH:5]=[O:4])[CH3:32]. The yield is 0.910. (10) The reactants are [C:1]([O:5][C:6]([NH:8][CH:9]1[C:27](=[O:28])[N:26]2[CH:22]([CH2:23][CH:24]([O:29][Si:30]([C:33]([CH3:36])([CH3:35])[CH3:34])([CH3:32])[CH3:31])[CH2:25]2)[C:21](=[O:37])[NH:20][C:19]2([C:38]([OH:40])=O)[CH:17]([CH2:18]2)[CH:16]=[CH:15][CH2:14][CH2:13][CH2:12][CH2:11][CH2:10]1)=[O:7])([CH3:4])([CH3:3])[CH3:2].C1N=CN(C(N2C=NC=C2)=O)C=1.[CH:53]1([S:56]([NH2:59])(=[O:58])=[O:57])[CH2:55][CH2:54]1.C1CCN2C(=NCCC2)CC1. The catalyst is C1COCC1. The product is [C:1]([O:5][C:6](=[O:7])[NH:8][CH:9]1[C:27](=[O:28])[N:26]2[CH:22]([CH2:23][CH:24]([O:29][Si:30]([C:33]([CH3:35])([CH3:36])[CH3:34])([CH3:31])[CH3:32])[CH2:25]2)[C:21](=[O:37])[NH:20][C:19]2([C:38]([NH:59][S:56]([CH:53]3[CH2:55][CH2:54]3)(=[O:58])=[O:57])=[O:40])[CH:17]([CH2:18]2)[CH:16]=[CH:15][CH2:14][CH2:13][CH2:12][CH2:11][CH2:10]1)([CH3:3])([CH3:4])[CH3:2]. The yield is 0.510.